Dataset: Forward reaction prediction with 1.9M reactions from USPTO patents (1976-2016). Task: Predict the product of the given reaction. (1) Given the reactants [H-].[Na+].[F:3][C:4]1[CH:5]=[C:6]([OH:10])[CH:7]=[CH:8][CH:9]=1.CN(CCN(C)C)C.[CH3:19][O:20][C:21](=[O:27])[CH:22](Cl)[C:23]([CH3:25])=[O:24], predict the reaction product. The product is: [F:3][C:4]1[CH:5]=[C:6]([CH:7]=[CH:8][CH:9]=1)[O:10][CH:22]([C:23](=[O:24])[CH3:25])[C:21]([O:20][CH3:19])=[O:27]. (2) Given the reactants [NH2:1][CH:2]1[CH2:5][N:4]([CH2:6][C:7]2[CH:8]=[C:9]([C:22]3[N:27]=[C:26]([CH3:28])[N:25]=[C:24]([NH2:29])[N:23]=3)[C:10]([NH:13][C:14]3[CH:15]=[N:16][C:17]([O:20][CH3:21])=[CH:18][CH:19]=3)=[N:11][CH:12]=2)[CH2:3]1.C(N(CC)CC)C.[CH3:37][S:38](Cl)(=[O:40])=[O:39], predict the reaction product. The product is: [NH2:29][C:24]1[N:25]=[C:26]([CH3:28])[N:27]=[C:22]([C:9]2[CH:8]=[C:7]([CH2:6][N:4]3[CH2:5][CH:2]([NH:1][S:38]([CH3:37])(=[O:40])=[O:39])[CH2:3]3)[CH:12]=[N:11][C:10]=2[NH:13][C:14]2[CH:15]=[N:16][C:17]([O:20][CH3:21])=[CH:18][CH:19]=2)[N:23]=1.